From a dataset of Peptide-MHC class I binding affinity with 185,985 pairs from IEDB/IMGT. Regression. Given a peptide amino acid sequence and an MHC pseudo amino acid sequence, predict their binding affinity value. This is MHC class I binding data. (1) The peptide sequence is FTKDGKLDDT. The MHC is HLA-A02:06 with pseudo-sequence HLA-A02:06. The binding affinity (normalized) is 0.371. (2) The peptide sequence is IISLKYTRK. The MHC is HLA-A25:01 with pseudo-sequence HLA-A25:01. The binding affinity (normalized) is 0.0847. (3) The peptide sequence is RPNMSRRVF. The MHC is HLA-B53:01 with pseudo-sequence HLA-B53:01. The binding affinity (normalized) is 0.0699. (4) The peptide sequence is AMEDLVRAY. The MHC is HLA-A02:01 with pseudo-sequence HLA-A02:01. The binding affinity (normalized) is 0.149. (5) The peptide sequence is GEVGLDLTV. The MHC is HLA-A30:01 with pseudo-sequence HLA-A30:01. The binding affinity (normalized) is 0.0847.